From a dataset of Forward reaction prediction with 1.9M reactions from USPTO patents (1976-2016). Predict the product of the given reaction. (1) Given the reactants [Cl:1][C:2]1[C:12]([C:13]#[N:14])=[C:6]2[CH:7]=[N:8][CH2:9][CH2:10][O:11][C:5]2=[C:4]([CH:15]([OH:17])[CH3:16])[CH:3]=1.[BH4-].[Na+].O, predict the reaction product. The product is: [Cl:1][C:2]1[C:12]([C:13]#[N:14])=[C:6]2[CH2:7][NH:8][CH2:9][CH2:10][O:11][C:5]2=[C:4]([CH:15]([OH:17])[CH3:16])[CH:3]=1. (2) Given the reactants [I-].[CH3:2][S+](C)(C)=O.[H-].[Na+].[Cl:9][C:10]1[CH:11]=[CH:12][C:13]([O:16][C:17]2[CH:18]=[CH:19][C:20]([C:23](=[O:34])[CH2:24][CH2:25][C:26]3[CH:31]=[CH:30][C:29]([F:32])=[CH:28][C:27]=3[F:33])=[N:21][CH:22]=2)=[N:14][CH:15]=1, predict the reaction product. The product is: [Cl:9][C:10]1[CH:11]=[CH:12][C:13]([O:16][C:17]2[CH:22]=[N:21][C:20]([C:23]3([CH2:24][CH2:25][C:26]4[CH:31]=[CH:30][C:29]([F:32])=[CH:28][C:27]=4[F:33])[CH2:2][O:34]3)=[CH:19][CH:18]=2)=[N:14][CH:15]=1. (3) Given the reactants C[C@@:2]1([N:11]2[CH:18]=[CH:17][C:15](=[O:16])[NH:14][C:12]2=[O:13])[O:10][C@H:7]([CH2:8][OH:9])[C@@H:5]([OH:6])[C@H:3]1[OH:4].[CH3:19][CH2:20][CH2:21][CH2:22][CH2:23][CH2:24][CH2:25][CH2:26][CH2:27][C:28](=O)[CH2:29][CH2:30][CH2:31][CH2:32][CH2:33][CH2:34][CH2:35][CH2:36][CH3:37].[CH2:39](OC(OCC)OCC)C.Cl.C([O-])([O-])=O.[Na+].[Na+], predict the reaction product. The product is: [OH:9][CH2:8][CH:7]1[CH:5]2[O:6][C:28]([CH2:29][CH2:30][CH2:31][CH2:32][CH2:33][CH2:34][CH2:35][CH2:36][CH3:37])([CH2:27][CH2:26][CH2:25][CH2:24][CH2:23][CH2:22][CH2:21][CH2:20][CH3:19])[O:4][CH:3]2[CH:2]([N:11]2[CH:18]=[C:17]([CH3:39])[C:15](=[O:16])[NH:14][C:12]2=[O:13])[O:10]1. (4) Given the reactants CN(C)S([N:6]1[CH:10]=[CH:9][N:8]=[C:7]1[Si](C(C)(C)C)(C)C)(=O)=O.[F:19][C:20]1[CH:29]=[CH:28][CH:27]=[C:26]2[C:21]=1[C:22](=O)[CH2:23][CH2:24][O:25]2, predict the reaction product. The product is: [F:19][C:20]1[CH:29]=[CH:28][CH:27]=[C:26]2[C:21]=1[C:22]([C:10]1[NH:6][CH:7]=[N:8][CH:9]=1)=[CH:23][CH2:24][O:25]2. (5) Given the reactants C1C=CC(P(N=[N+]=[N-])(C2C=CC=CC=2)=[O:8])=CC=1.[C:18]([C:22]1[CH:26]=[C:25](C(O)=O)[N:24]([C:30]2[CH:35]=[CH:34][CH:33]=[C:32]([CH2:36][P:37]([CH3:40])([CH3:39])=[O:38])[CH:31]=2)[N:23]=1)([CH3:21])([CH3:20])[CH3:19].CC[N:43]([CH2:46]C)CC.[Cl:48][C:49]1[N:54]=[C:53]([O:55][C:56]2[C:65]3[C:60](=[CH:61][CH:62]=[CH:63][CH:64]=3)[C:59]([NH2:66])=[CH:58][CH:57]=2)[CH:52]=[CH:51][N:50]=1, predict the reaction product. The product is: [C:18]([C:22]1[CH:26]=[C:25]([NH:43][C:46]([NH:66][C:59]2[C:60]3[C:65](=[CH:64][CH:63]=[CH:62][CH:61]=3)[C:56]([O:55][C:53]3[CH:52]=[CH:51][N:50]=[C:49]([Cl:48])[N:54]=3)=[CH:57][CH:58]=2)=[O:8])[N:24]([C:30]2[CH:35]=[CH:34][CH:33]=[C:32]([CH2:36][P:37]([CH3:39])([CH3:40])=[O:38])[CH:31]=2)[N:23]=1)([CH3:21])([CH3:20])[CH3:19]. (6) Given the reactants F[C:2]1[CH:7]=[CH:6][CH:5]=[C:4](F)[N:3]=1.[F:9][C:10]1[CH:16]=[CH:15][C:13]([NH2:14])=[CH:12][CH:11]=1.[NH:17]1[CH:21]=[CH:20][CH:19]=[N:18]1, predict the reaction product. The product is: [F:9][C:10]1[CH:16]=[CH:15][C:13]([NH:14][C:2]2[CH:7]=[CH:6][CH:5]=[C:4]([N:17]3[CH:21]=[CH:20][CH:19]=[N:18]3)[N:3]=2)=[CH:12][CH:11]=1. (7) Given the reactants BrC1N=C(C=O)C=CC=1.C(C1C=CC=C(C(C)C)C=1N)(C)C.[Br:23][C:24]1[N:29]=[C:28](/[CH:30]=[N:31]/[C:32]2[C:37]([CH:38]([CH3:40])[CH3:39])=[CH:36][CH:35]=[CH:34][C:33]=2[CH:41]([CH3:43])[CH3:42])[CH:27]=[CH:26][CH:25]=1.[BH3-]C#N.[Na+], predict the reaction product. The product is: [Br:23][C:24]1[N:29]=[C:28]([CH2:30][NH:31][C:32]2[C:37]([CH:38]([CH3:39])[CH3:40])=[CH:36][CH:35]=[CH:34][C:33]=2[CH:41]([CH3:43])[CH3:42])[CH:27]=[CH:26][CH:25]=1.